Predict the product of the given reaction. From a dataset of Forward reaction prediction with 1.9M reactions from USPTO patents (1976-2016). Given the reactants [CH3:1][C:2]1([CH3:38])[CH2:11][CH2:10][C:9]2[C:4](=[CH:5][CH:6]=[C:7]([C:12](=[O:37])[CH:13](OS(C3C=CC(C)=CC=3)(=O)=O)[C:14]3[CH:19]=[C:18]([O:20][CH3:21])[C:17]([O:22][CH3:23])=[C:16]([O:24][CH3:25])[CH:15]=3)[CH:8]=2)[O:3]1.[F-:39].[K+], predict the reaction product. The product is: [F:39][CH:10]1[C:9]2[C:4](=[CH:5][CH:6]=[C:7]([C:12](=[O:37])[CH2:13][C:14]3[CH:15]=[C:16]([O:24][CH3:25])[C:17]([O:22][CH3:23])=[C:18]([O:20][CH3:21])[CH:19]=3)[CH:8]=2)[O:3][C:2]([CH3:1])([CH3:38])[CH2:11]1.